Predict which catalyst facilitates the given reaction. From a dataset of Catalyst prediction with 721,799 reactions and 888 catalyst types from USPTO. Reactant: [C:1]([O:5][C:6]([N:8]1[CH2:15][CH:14]2[N:16]([C:17]([O:19][C:20]([CH3:23])([CH3:22])[CH3:21])=[O:18])[CH:10]([CH2:11][C:12]([C:39]3[S:40][CH:41]=[C:42]([CH2:44][CH2:45][CH2:46][O:47][Si](C(C)(C)C)(C)C)[N:43]=3)=[C:13]2[C:24](=[O:38])[N:25]([CH:35]2[CH2:37][CH2:36]2)[CH2:26][C:27]2[CH:32]=[CH:31][CH:30]=[C:29]([Cl:33])[C:28]=2[Cl:34])[CH2:9]1)=[O:7])([CH3:4])([CH3:3])[CH3:2].CCCC[N+](CCCC)(CCCC)CCCC.[F-]. Product: [C:1]([O:5][C:6]([N:8]1[CH2:15][CH:14]2[N:16]([C:17]([O:19][C:20]([CH3:23])([CH3:22])[CH3:21])=[O:18])[CH:10]([CH2:11][C:12]([C:39]3[S:40][CH:41]=[C:42]([CH2:44][CH2:45][CH2:46][OH:47])[N:43]=3)=[C:13]2[C:24](=[O:38])[N:25]([CH:35]2[CH2:36][CH2:37]2)[CH2:26][C:27]2[CH:32]=[CH:31][CH:30]=[C:29]([Cl:33])[C:28]=2[Cl:34])[CH2:9]1)=[O:7])([CH3:4])([CH3:2])[CH3:3]. The catalyst class is: 49.